Dataset: Reaction yield outcomes from USPTO patents with 853,638 reactions. Task: Predict the reaction yield, written as a fraction of the theoretical maximum amount of product (1.0 means a 100% yield; for example, 0.34 means a 34% yield). (1) The reactants are [H-].[Na+].[N+:3]([CH2:6][CH3:7])([O-:5])=[O:4].Cl[C:9]1[CH:14]=[CH:13][C:12]([C:15]([F:18])([F:17])[F:16])=[CH:11][C:10]=1[N+:19]([O-:21])=[O:20].C(O)(=O)C.O. The catalyst is CS(C)=O.CCOC(C)=O. The product is [N+:19]([C:10]1[CH:11]=[C:12]([C:15]([F:18])([F:17])[F:16])[CH:13]=[CH:14][C:9]=1[CH:6]([N+:3]([O-:5])=[O:4])[CH3:7])([O-:21])=[O:20]. The yield is 0.870. (2) The reactants are [NH2:1][C:2]1[C:11]([F:12])=[C:10]([F:13])[CH:9]=[C:8]2[C:3]=1[C:4](=[O:25])[C:5]([C:22]([O-:24])=[O:23])=[CH:6][N:7]2[CH2:14][CH2:15][C:16]1[CH:21]=[CH:20][CH:19]=[CH:18][CH:17]=1.OS(O)(=O)=O. The catalyst is CC(O)=O.O. The product is [NH2:1][C:2]1[C:11]([F:12])=[C:10]([F:13])[CH:9]=[C:8]2[C:3]=1[C:4](=[O:25])[C:5]([C:22]([OH:24])=[O:23])=[CH:6][N:7]2[CH2:14][CH2:15][C:16]1[CH:21]=[CH:20][CH:19]=[CH:18][CH:17]=1. The yield is 0.950.